This data is from Catalyst prediction with 721,799 reactions and 888 catalyst types from USPTO. The task is: Predict which catalyst facilitates the given reaction. (1) Product: [Cl:15][C:16]1[CH:17]=[CH:18][C:19]([CH2:20][N:21]2[C:29]3[C:24](=[CH:25][CH:26]=[CH:27][CH:28]=3)[C:23]([C:30](=[O:44])[C:31]([N:33]([C:34]3[CH:35]=[C:36]4[C:41](=[CH:42][CH:43]=3)[N:40]=[CH:39][CH:38]=[CH:37]4)[C:12](=[O:14])[CH3:13])=[O:32])=[CH:22]2)=[CH:45][CH:46]=1. Reactant: C(N(CC)CC)C.C(O[C:12](=[O:14])[CH3:13])(=O)C.[Cl:15][C:16]1[CH:46]=[CH:45][C:19]([CH2:20][N:21]2[C:29]3[C:24](=[CH:25][CH:26]=[CH:27][CH:28]=3)[C:23]([C:30](=[O:44])[C:31]([NH:33][C:34]3[CH:35]=[C:36]4[C:41](=[CH:42][CH:43]=3)[N:40]=[CH:39][CH:38]=[CH:37]4)=[O:32])=[CH:22]2)=[CH:18][CH:17]=1.C(OCC)(=O)C. The catalyst class is: 792. (2) Reactant: C(OC([NH:8][C:9]1[C:10]([C:16]([OH:18])=[O:17])=[CH:11][C:12]([Cl:15])=[N:13][CH:14]=1)=O)(C)(C)C.FC(F)(F)C(O)=O. Product: [NH2:8][C:9]1[C:10]([C:16]([OH:18])=[O:17])=[CH:11][C:12]([Cl:15])=[N:13][CH:14]=1. The catalyst class is: 2. (3) Reactant: [F:1][C:2]1[CH:33]=[CH:32][C:5]([CH2:6][NH:7][C:8]([C:10]2[NH:11][C:12](=[O:31])[C:13]3[C:18]([CH2:19][O:20][CH2:21][C@H:22]4[CH2:27][CH2:26][C@H:25]([C:28](=O)[NH2:29])[CH2:24][CH2:23]4)=[CH:17][S:16][C:14]=3[N:15]=2)=[O:9])=[CH:4][C:3]=1[O:34][CH3:35].P(Cl)(Cl)(Cl)=O. Product: [F:1][C:2]1[CH:33]=[CH:32][C:5]([CH2:6][NH:7][C:8]([C:10]2[NH:11][C:12](=[O:31])[C:13]3[C:18]([CH2:19][O:20][CH2:21][C@H:22]4[CH2:27][CH2:26][C@H:25]([C:28]#[N:29])[CH2:24][CH2:23]4)=[CH:17][S:16][C:14]=3[N:15]=2)=[O:9])=[CH:4][C:3]=1[O:34][CH3:35]. The catalyst class is: 9. (4) Reactant: [Cl:1][C:2]1[CH:10]=[C:6]([C:7]([OH:9])=O)[C:5]([OH:11])=[CH:4][CH:3]=1.[NH2:12][C:13]1[S:14][C:15]([C:22](=[O:27])[C:23]([CH3:26])([CH3:25])[CH3:24])=[C:16]([C:18]([CH3:21])([CH3:20])[CH3:19])[N:17]=1.P(Cl)(Cl)Cl. Product: [Cl:1][C:2]1[CH:3]=[CH:4][C:5]([OH:11])=[C:6]([CH:10]=1)[C:7]([NH:12][C:13]1[S:14][C:15]([C:22](=[O:27])[C:23]([CH3:26])([CH3:25])[CH3:24])=[C:16]([C:18]([CH3:20])([CH3:21])[CH3:19])[N:17]=1)=[O:9]. The catalyst class is: 159. (5) Reactant: C([N:8]1[CH2:15][CH:14]2[CH2:16][CH:10]([CH2:11][N:12]([CH2:17][CH:18]([NH:29][S:30]([CH3:33])(=[O:32])=[O:31])[CH2:19][O:20][C:21]3[CH:26]=[CH:25][C:24]([C:27]#[N:28])=[CH:23][CH:22]=3)[CH2:13]2)[CH2:9]1)C1C=CC=CC=1. Product: [C:27]([C:24]1[CH:23]=[CH:22][C:21]([O:20][CH2:19][CH:18]([NH:29][S:30]([CH3:33])(=[O:31])=[O:32])[CH2:17][N:12]2[CH2:13][CH:14]3[CH2:16][CH:10]([CH2:9][NH:8][CH2:15]3)[CH2:11]2)=[CH:26][CH:25]=1)#[N:28]. The catalyst class is: 29.